This data is from Reaction yield outcomes from USPTO patents with 853,638 reactions. The task is: Predict the reaction yield, written as a fraction of the theoretical maximum amount of product (1.0 means a 100% yield; for example, 0.34 means a 34% yield). (1) The reactants are [CH3:1][O:2][C:3]([NH:5][C@H:6]([C:11]([OH:13])=O)[C:7]([CH3:10])([CH3:9])[CH3:8])=[O:4].CCN=C=NCCCN(C)C.C1C=CC2N(O)N=NC=2C=1.CN1CCOCC1.[CH2:42]([NH:49][NH2:50])[C:43]1[CH:48]=[CH:47][CH:46]=[CH:45][CH:44]=1.CCN(CC)CC. No catalyst specified. The product is [CH3:1][O:2][C:3](=[O:4])[NH:5][C@H:6]([C:11]([NH:50][NH:49][CH2:42][C:43]1[CH:48]=[CH:47][CH:46]=[CH:45][CH:44]=1)=[O:13])[C:7]([CH3:10])([CH3:9])[CH3:8]. The yield is 0.500. (2) The reactants are [CH:1](=[O:17])[CH2:2][CH2:3][CH2:4][CH2:5][CH2:6][CH2:7][CH2:8]/[CH:9]=[CH:10]\[CH2:11][CH2:12]CCCC.[C:36]1(P([C:36]2[CH:41]=[CH:40][CH:39]=[CH:38][CH:37]=2)([C:36]2[CH:41]=[CH:40][CH:39]=[CH:38][CH:37]=2)=CC(OC)=O)[CH:41]=[CH:40][CH:39]=[CH:38][CH:37]=1.[CH2:42]([O:44]CC)C. The catalyst is C(Cl)Cl. The product is [CH3:42][O:44][C:1](=[O:17])/[CH:2]=[CH:3]/[CH2:4][CH2:5][CH2:6][CH2:7][CH2:8][CH2:9][CH2:10]/[CH:11]=[CH:12]\[CH2:37][CH2:38][CH2:39][CH2:40][CH2:41][CH3:36]. The yield is 0.900. (3) The reactants are FC(F)(F)S(O)(=O)=O.[Br:9][C:10]1[CH:11]=[CH:12][C:13]([F:39])=[C:14]([C@:16]([NH:31]S(C(C)(C)C)(=O)=O)([CH3:30])[C:17]([F:29])([F:28])[C:18]([CH3:27])([O:20][CH2:21][C:22]([O:24][CH2:25][CH3:26])=[O:23])[CH3:19])[CH:15]=1.CCOC(C)=O. The catalyst is ClCCl.CCCCCCC. The product is [NH2:31][C@@:16]([C:14]1[CH:15]=[C:10]([Br:9])[CH:11]=[CH:12][C:13]=1[F:39])([CH3:30])[C:17]([F:28])([F:29])[C:18]([CH3:27])([O:20][CH2:21][C:22]([O:24][CH2:25][CH3:26])=[O:23])[CH3:19]. The yield is 0.885. (4) The reactants are CN1C=C(C2NC3=NC=CC(C4C=CC(C5(NC(C6OC(C(C)(C)C)=NN=6)=O)CC5)=CC=4)=C3N=2)C=N1.[Br:37][C:38]1[CH:43]=[CH:42][C:41]([C:44]([NH2:47])([CH3:46])[CH3:45])=[C:40]([F:48])[CH:39]=1.[C:49]([C:53]1[N:57]=[C:56]([C:58](O)=[O:59])[O:55][N:54]=1)([CH3:52])([CH3:51])[CH3:50].CCCP(=O)=O.CN(C=O)C.CCN(C(C)C)C(C)C.C(Cl)Cl. No catalyst specified. The product is [Br:37][C:38]1[CH:43]=[CH:42][C:41]([C:44]([NH:47][C:58]([C:56]2[O:55][N:54]=[C:53]([C:49]([CH3:52])([CH3:51])[CH3:50])[N:57]=2)=[O:59])([CH3:46])[CH3:45])=[C:40]([F:48])[CH:39]=1. The yield is 0.400. (5) The reactants are [Cl-].[Li+:2].[C:3](=[O:8])(OC)OC.Cl[S:10]([OH:13])(=[O:12])=[O:11].[C:14]([CH:16](O)C)#[N:15]. No catalyst specified. The product is [S:10]([O-:13])([O:8][CH2:3][CH2:16][C:14]#[N:15])(=[O:12])=[O:11].[Li+:2]. The yield is 0.850. (6) The reactants are Cl[C:2]1[C:3]([NH2:11])=[C:4]2[C:8](=[CH:9][CH:10]=1)[NH:7][N:6]=[CH:5]2.[CH3:12]O. The catalyst is [Pd]. The product is [CH3:12][C:2]1[C:3]([NH2:11])=[C:4]2[C:8](=[CH:9][CH:10]=1)[NH:7][N:6]=[CH:5]2. The yield is 0.0600.